Dataset: NCI-60 drug combinations with 297,098 pairs across 59 cell lines. Task: Regression. Given two drug SMILES strings and cell line genomic features, predict the synergy score measuring deviation from expected non-interaction effect. Drug 1: CC1=C2C(C(=O)C3(C(CC4C(C3C(C(C2(C)C)(CC1OC(=O)C(C(C5=CC=CC=C5)NC(=O)C6=CC=CC=C6)O)O)OC(=O)C7=CC=CC=C7)(CO4)OC(=O)C)O)C)OC(=O)C. Drug 2: CC12CCC3C(C1CCC2O)C(CC4=C3C=CC(=C4)O)CCCCCCCCCS(=O)CCCC(C(F)(F)F)(F)F. Cell line: RXF 393. Synergy scores: CSS=-1.38, Synergy_ZIP=-0.540, Synergy_Bliss=-3.77, Synergy_Loewe=-3.02, Synergy_HSA=-4.49.